Dataset: Full USPTO retrosynthesis dataset with 1.9M reactions from patents (1976-2016). Task: Predict the reactants needed to synthesize the given product. (1) The reactants are: [Cl:1][C:2]1[CH:3]=[C:4]([OH:13])[CH:5]=[N:6][C:7]=1[O:8][CH2:9][CH:10]([CH3:12])[CH3:11].[Cl:14][C:15]1[C:16](F)=[CH:17][C:18]([F:28])=[C:19]([CH:27]=1)[C:20]([O:22]C(C)(C)C)=[O:21].C(=O)([O-])[O-].[K+].[K+]. Given the product [Cl:14][C:15]1[C:16]([O:13][C:4]2[CH:5]=[N:6][C:7]([O:8][CH2:9][CH:10]([CH3:11])[CH3:12])=[C:2]([Cl:1])[CH:3]=2)=[CH:17][C:18]([F:28])=[C:19]([CH:27]=1)[C:20]([OH:22])=[O:21], predict the reactants needed to synthesize it. (2) Given the product [CH:2]1([CH2:5][O:6][C:7]2[CH:12]=[CH:11][C:10]([O:13][CH3:14])=[CH:9][C:8]=2[C:15]2[C:16]3[NH:23][C:22]([CH3:24])=[C:21]([C:25]([NH:27][C@@H:28]4[CH2:33][CH2:32][N:31]([C:38](=[O:39])[CH2:37][O:36][CH3:35])[CH2:30][C@H:29]4[OH:34])=[O:26])[C:17]=3[N:18]=[CH:19][N:20]=2)[CH2:4][CH2:3]1, predict the reactants needed to synthesize it. The reactants are: Cl.[CH:2]1([CH2:5][O:6][C:7]2[CH:12]=[CH:11][C:10]([O:13][CH3:14])=[CH:9][C:8]=2[C:15]2[C:16]3[NH:23][C:22]([CH3:24])=[C:21]([C:25]([NH:27][C@@H:28]4[CH2:33][CH2:32][NH:31][CH2:30][C@H:29]4[OH:34])=[O:26])[C:17]=3[N:18]=[CH:19][N:20]=2)[CH2:4][CH2:3]1.[CH3:35][O:36][CH2:37][C:38](Cl)=[O:39]. (3) Given the product [C:17]([Si:21]([O:8][C:7]1[CH:9]=[CH:10][C:4]([N+:1]([O-:3])=[O:2])=[CH:5][C:6]=1[O:11][CH3:13])([C:28]1[CH:33]=[CH:32][CH:31]=[CH:30][CH:29]=1)[C:22]1[CH:27]=[CH:26][CH:25]=[CH:24][CH:23]=1)([CH3:20])([CH3:19])[CH3:18], predict the reactants needed to synthesize it. The reactants are: [N+:1]([C:4]1[CH:5]=[C:6]([OH:11])[C:7](=[CH:9][CH:10]=1)[OH:8])([O-:3])=[O:2].N1C=CN=[CH:13]1.[C:17]([Si:21](Cl)([C:28]1[CH:33]=[CH:32][CH:31]=[CH:30][CH:29]=1)[C:22]1[CH:27]=[CH:26][CH:25]=[CH:24][CH:23]=1)([CH3:20])([CH3:19])[CH3:18].C([O-])([O-])=O.[K+].[K+]. (4) Given the product [Br:1][C:2]1[CH:7]=[CH:6][C:5]([C:8]2[C:14](=[O:15])[CH:13]3[CH2:16][CH:10]([C:9]=2[O:17][CH3:19])[CH2:11][CH2:12]3)=[C:4]([CH3:18])[CH:3]=1, predict the reactants needed to synthesize it. The reactants are: [Br:1][C:2]1[CH:7]=[CH:6][C:5]([CH:8]2[C:14](=[O:15])[CH:13]3[CH2:16][CH:10]([CH2:11][CH2:12]3)[C:9]2=[O:17])=[C:4]([CH3:18])[CH:3]=1.[C:19](=O)([O-])[O-].[K+].[K+].IC.